From a dataset of Reaction yield outcomes from USPTO patents with 853,638 reactions. Predict the reaction yield, written as a fraction of the theoretical maximum amount of product (1.0 means a 100% yield; for example, 0.34 means a 34% yield). (1) The reactants are [F:8][C:7]([F:10])([F:9])[C:6](O[C:6](=[O:11])[C:7]([F:10])([F:9])[F:8])=[O:11].[CH3:14][O:15][C:16]1[CH:60]=[C:59]([O:61][CH3:62])[CH:58]=[C:57]([O:63][CH3:64])[C:17]=1/[CH:18]=[CH:19]/[CH:20]([S:30]([CH:33](/[CH:43]=[CH:44]/[C:45]1[C:50]([O:51][CH3:52])=[CH:49][C:48]([O:53][CH3:54])=[CH:47][C:46]=1[O:55][CH3:56])[C:34]1[CH:39]=[CH:38][C:37]([O:40][CH3:41])=[C:36]([NH2:42])[CH:35]=1)(=[O:32])=[O:31])[C:21]1[CH:26]=[CH:25][C:24]([O:27][CH3:28])=[C:23]([NH2:29])[CH:22]=1. The catalyst is ClCCl. The product is [CH3:64][O:63][C:57]1[CH:58]=[C:59]([O:61][CH3:62])[CH:60]=[C:16]([O:15][CH3:14])[C:17]=1/[CH:18]=[CH:19]/[CH:20]([S:30]([CH:33](/[CH:43]=[CH:44]/[C:45]1[C:46]([O:55][CH3:56])=[CH:47][C:48]([O:53][CH3:54])=[CH:49][C:50]=1[O:51][CH3:52])[C:34]1[CH:39]=[CH:38][C:37]([O:40][CH3:41])=[C:36]([NH:42][C:6](=[O:11])[C:7]([F:8])([F:9])[F:10])[CH:35]=1)(=[O:32])=[O:31])[C:21]1[CH:26]=[CH:25][C:24]([O:27][CH3:28])=[C:23]([NH:29][C:6](=[O:11])[C:7]([F:10])([F:9])[F:8])[CH:22]=1. The yield is 0.980. (2) The reactants are S(OS(C(F)(F)F)(=O)=O)(C(F)(F)F)(=O)=O.C1(P(=O)(C2C=CC=CC=2)C2C=CC=CC=2)C=CC=CC=1.[CH2:36]([O:38][C:39](=[O:53])[CH2:40][C:41]([C:43]1[CH:52]=[CH:51][C:50]2[C:45](=[CH:46][CH:47]=[CH:48][CH:49]=2)[CH:44]=1)=O)[CH3:37].C(N(CC)CC)C. The catalyst is ClCCCl. The product is [CH2:36]([O:38][C:39](=[O:53])[C:40]#[C:41][C:43]1[CH:52]=[CH:51][C:50]2[C:45](=[CH:46][CH:47]=[CH:48][CH:49]=2)[CH:44]=1)[CH3:37]. The yield is 0.370. (3) The yield is 0.940. The reactants are C[O:2][C:3](=O)[C:4]1[CH:9]=[CH:8][C:7]([O:10][CH2:11][C:12]2[C:13]([C:21]3[CH:26]=[CH:25][CH:24]=[CH:23][CH:22]=3)=[N:14][O:15][C:16]=2[C:17]([F:20])([F:19])[F:18])=[N:6][CH:5]=1.COC(=O)C1C=CC(OCC2C(C3C=CC(Cl)=CC=3)=NOC=2C)=NC=1.[CH:53]1([NH2:56])[CH2:55][CH2:54]1. No catalyst specified. The product is [CH:53]1([NH:56][C:3](=[O:2])[C:4]2[CH:9]=[CH:8][C:7]([O:10][CH2:11][C:12]3[C:13]([C:21]4[CH:22]=[CH:23][CH:24]=[CH:25][CH:26]=4)=[N:14][O:15][C:16]=3[C:17]([F:19])([F:18])[F:20])=[N:6][CH:5]=2)[CH2:55][CH2:54]1. (4) The reactants are [CH:1]1([S:5](Cl)(=[O:7])=[O:6])[CH2:4][CH2:3][CH2:2]1.[F:9][C:10]1[C:15]([F:16])=[C:14]([NH:17][C:18]2[CH:23]=[CH:22][C:21]([I:24])=[CH:20][C:19]=2[F:25])[C:13]([NH2:26])=[C:12]([O:27][CH3:28])[CH:11]=1. No catalyst specified. The product is [F:16][C:15]1[C:14]([NH:17][C:18]2[CH:23]=[CH:22][C:21]([I:24])=[CH:20][C:19]=2[F:25])=[C:13]([NH:26][S:5]([CH:1]2[CH2:4][CH2:3][CH2:2]2)(=[O:7])=[O:6])[C:12]([O:27][CH3:28])=[CH:11][C:10]=1[F:9]. The yield is 0.750. (5) The reactants are Br[C:2]1[CH:3]=[C:4]([C:8]2([C:23]#[N:24])[CH2:13][CH2:12][N:11]([C:14]3[N:22]=[CH:21][N:20]=[C:19]4[C:15]=3[N:16]=[CH:17][NH:18]4)[CH2:10][CH2:9]2)[CH:5]=[CH:6][CH:7]=1.ClC1C=C(C2(C#N)CC[N:35]([C:38]3N=C[N:44]=[C:43]4[C:39]=3N=CN4)[CH2:34]C2)C=CC=1.CN1C=C(B2OC(C)(C)C(C)(C)O2)C=N1.P([O-])([O-])([O-])=O.[K+].[K+].[K+]. The catalyst is CO.CCO.C1(C)C=CC=CC=1.O.O.CC(C)([P](C(C)(C)C)([Pd][P](C(C)(C)C)(C(C)(C)C)C(C)(C)C)C(C)(C)C)C. The product is [CH3:34][N:35]1[CH:38]=[C:39]([C:2]2[CH:3]=[C:4]([C:8]3([C:23]#[N:24])[CH2:9][CH2:10][N:11]([C:14]4[N:22]=[CH:21][N:20]=[C:19]5[C:15]=4[N:16]=[CH:17][NH:18]5)[CH2:12][CH2:13]3)[CH:5]=[CH:6][CH:7]=2)[CH:43]=[N:44]1. The yield is 0.410. (6) The product is [CH2:9]([NH:16][CH:3]([CH3:4])[CH2:2][C:1]([O:6][CH2:7][CH3:8])=[O:5])[C:10]1[CH:15]=[CH:14][CH:13]=[CH:12][CH:11]=1. The yield is 0.690. The reactants are [C:1]([O:6][CH2:7][CH3:8])(=[O:5])/[CH:2]=[CH:3]/[CH3:4].[CH2:9]([NH2:16])[C:10]1[CH:15]=[CH:14][CH:13]=[CH:12][CH:11]=1. No catalyst specified.